Dataset: Full USPTO retrosynthesis dataset with 1.9M reactions from patents (1976-2016). Task: Predict the reactants needed to synthesize the given product. (1) Given the product [C:50](=[O:58])([S:52][CH2:53][CH2:54][CH2:63][N:62]([CH3:64])[C:60]([C:59]1[N:39]([CH3:41])[CH:40]=[C:36]([NH:35][C:33]([C:29]2[N:30]([CH3:32])[CH:31]=[C:27]([NH:26][C:24]([C:20]3[N:21]([CH3:23])[CH:22]=[C:18]([NH:17][C:15]([C:11]4[N:12]([CH3:14])[CH:13]=[C:9]([NH:8][C:6]([O:5][C:1]([CH3:4])([CH3:3])[CH3:2])=[O:7])[CH:10]=4)=[O:16])[N:19]=3)=[O:25])[CH:28]=2)=[O:34])[CH:37]=1)=[O:61])[CH3:51], predict the reactants needed to synthesize it. The reactants are: [C:1]([O:5][C:6]([NH:8][C:9]1[CH:10]=[C:11]([C:15]([NH:17][C:18]2[N:19]=[C:20]([C:24]([NH:26][C:27]3[CH:28]=[C:29]([C:33]([NH:35][C:36]4[CH:37]=C(C(O)=O)[N:39]([CH3:41])[CH:40]=4)=[O:34])[N:30]([CH3:32])[CH:31]=3)=[O:25])[N:21]([CH3:23])[CH:22]=2)=[O:16])[N:12]([CH3:14])[CH:13]=1)=[O:7])([CH3:4])([CH3:3])[CH3:2].C(Cl)CCl.Cl.[C:50](=[O:58])([S:52][CH2:53][CH2:54]CNC)[CH3:51].[CH3:59][C:60]([N:62]([CH3:64])[CH3:63])=[O:61]. (2) Given the product [Cl:17][CH2:18][CH2:19][CH2:20]/[C:21](=[CH:25]\[C:26]1[CH:31]=[CH:30][C:29]([N:32]2[CH:36]=[C:35]([CH3:37])[N:34]=[CH:33]2)=[C:28]([O:38][CH3:39])[CH:27]=1)/[C:22]([O:24][CH:41]([C:42]([O:44][CH3:45])=[O:43])[C:46]([C:48]1[CH:49]=[CH:50][C:51]([F:54])=[CH:52][CH:53]=1)=[O:47])=[O:23], predict the reactants needed to synthesize it. The reactants are: C(N(C(C)C)CC)(C)C.FC(F)(F)C(O)=O.[Cl:17][CH2:18][CH2:19][CH2:20]/[C:21](=[CH:25]\[C:26]1[CH:31]=[CH:30][C:29]([N:32]2[CH:36]=[C:35]([CH3:37])[N:34]=[CH:33]2)=[C:28]([O:38][CH3:39])[CH:27]=1)/[C:22]([OH:24])=[O:23].Cl[CH:41]([C:46]([C:48]1[CH:53]=[CH:52][C:51]([F:54])=[CH:50][CH:49]=1)=[O:47])[C:42]([O:44][CH3:45])=[O:43].O.C(=O)(O)[O-].[Na+]. (3) Given the product [Cl:1][C:2]1[CH:3]=[C:4]([CH:8]=[CH:9][CH:10]=1)[CH2:5][CH2:6][Br:11], predict the reactants needed to synthesize it. The reactants are: [Cl:1][C:2]1[CH:3]=[C:4]([CH:8]=[CH:9][CH:10]=1)[CH2:5][CH2:6]O.[Br:11]P(Br)(C1C=CC=CC=1)(C1C=CC=CC=1)C1C=CC=CC=1. (4) Given the product [Br:1][C:2]1[CH:3]=[C:4]([C:5](=[O:7])[CH:22]=[N+:23]=[N-:24])[CH:8]=[CH:9][C:10]=1[Cl:11], predict the reactants needed to synthesize it. The reactants are: [Br:1][C:2]1[CH:3]=[C:4]([CH:8]=[CH:9][C:10]=1[Cl:11])[C:5]([OH:7])=O.C(Cl)(=O)C(Cl)=O.C[Si]([CH:22]=[N+:23]=[N-:24])(C)C.